The task is: Predict which catalyst facilitates the given reaction.. This data is from Catalyst prediction with 721,799 reactions and 888 catalyst types from USPTO. (1) Reactant: [CH2:1]1[C:9]2[C:4](=[CH:5][CH:6]=[CH:7][CH:8]=2)[CH2:3][CH:2]1[N:10]1[C:14]([CH:15]=O)=[CH:13][N:12]=[CH:11]1.Cl.[NH2:18][OH:19].C([O-])(=O)C.[Na+]. The catalyst class is: 40. Product: [CH2:1]1[C:9]2[C:4](=[CH:5][CH:6]=[CH:7][CH:8]=2)[CH2:3][CH:2]1[N:10]1[C:14]([CH:15]=[N:18][OH:19])=[CH:13][N:12]=[CH:11]1. (2) Reactant: [CH3:1][O:2][C:3](=[O:16])[C:4](=O)[CH:5]=[CH:6][C:7]1[CH:12]=[CH:11][C:10]([Br:13])=[C:9]([F:14])[CH:8]=1.Cl.[Cl:18][C:19]1[CH:24]=[CH:23][CH:22]=[CH:21][C:20]=1[NH:25][NH2:26]. Product: [CH3:1][O:2][C:3]([C:4]1[CH2:5][CH:6]([C:7]2[CH:12]=[CH:11][C:10]([Br:13])=[C:9]([F:14])[CH:8]=2)[N:25]([C:20]2[CH:21]=[CH:22][CH:23]=[CH:24][C:19]=2[Cl:18])[N:26]=1)=[O:16]. The catalyst class is: 15. (3) Product: [CH:1]#[C:2][CH2:3][NH:4][C@H:5]1[C:9]2[CH:10]=[CH:11][CH:12]=[CH:13][C:8]=2[CH2:7][CH2:6]1.[O:14]=[C:15]([O-:27])[C@@H:16]([C@H:18]([C@H:20]([C@@H:22]([C:24]([O-:26])=[O:25])[OH:23])[OH:21])[OH:19])[OH:17]. The catalyst class is: 41. Reactant: [CH:1]#[C:2][CH2:3][NH:4][C@H:5]1[C:9]2[CH:10]=[CH:11][CH:12]=[CH:13][C:8]=2[CH2:7][CH2:6]1.[O:14]=[C:15]([OH:27])[C@@H:16]([C@H:18]([C@H:20]([C@@H:22]([C:24]([OH:26])=[O:25])[OH:23])[OH:21])[OH:19])[OH:17]. (4) Product: [C:20]([O:19][C:17](=[O:18])[NH:1][CH2:2][CH2:3][C:4]1[CH:9]=[CH:8][C:7]([OH:10])=[CH:6][C:5]=1[Cl:11])([CH3:23])([CH3:22])[CH3:21]. The catalyst class is: 1. Reactant: [NH2:1][CH2:2][CH2:3][C:4]1[CH:9]=[CH:8][C:7]([OH:10])=[CH:6][C:5]=1[Cl:11].CN(C=O)C.[C:17](O[C:17]([O:19][C:20]([CH3:23])([CH3:22])[CH3:21])=[O:18])([O:19][C:20]([CH3:23])([CH3:22])[CH3:21])=[O:18]. (5) Reactant: [OH-].[Na+:2].[OH:3][C:4]1[CH:9]=[CH:8][C:7]([S:10]([OH:13])(=[O:12])=[O:11])=[CH:6][C:5]=1[I:14].[CH2:15](Br)[C:16]1[CH:21]=[CH:20][CH:19]=[CH:18][CH:17]=1.O.S(=O)(=O)(O)O. Product: [CH2:15]([O:3][C:4]1[CH:9]=[CH:8][C:7]([S:10]([O-:13])(=[O:11])=[O:12])=[CH:6][C:5]=1[I:14])[C:16]1[CH:21]=[CH:20][CH:19]=[CH:18][CH:17]=1.[Na+:2]. The catalyst class is: 32. (6) Reactant: F[C:2]1[CH:9]=[CH:8][C:5]([CH:6]=[O:7])=[C:4]([N+:10]([O-:12])=[O:11])[CH:3]=1.[CH3:13][O:14][CH2:15][CH2:16][N:17]1[CH2:22][CH2:21][NH:20][CH2:19][CH2:18]1.CS(C)=O. Product: [CH3:13][O:14][CH2:15][CH2:16][N:17]1[CH2:22][CH2:21][N:20]([C:2]2[CH:9]=[CH:8][C:5]([CH:6]=[O:7])=[C:4]([N+:10]([O-:12])=[O:11])[CH:3]=2)[CH2:19][CH2:18]1. The catalyst class is: 6.